From a dataset of Forward reaction prediction with 1.9M reactions from USPTO patents (1976-2016). Predict the product of the given reaction. (1) Given the reactants [F:1][C:2]1[CH:3]=[C:4]([NH:12][C:13]([CH3:18])([CH3:17])[C:14]([OH:16])=O)[CH:5]=[CH:6][C:7]=1[C:8](=[O:11])[NH:9][CH3:10].CCN=C=NCCCN(C)C.Cl.[NH2:31][C:32]1[CH:39]=[CH:38][C:35]([C:36]#[N:37])=[C:34]([C:40]([F:43])([F:42])[F:41])[CH:33]=1.O, predict the reaction product. The product is: [C:36]([C:35]1[CH:38]=[CH:39][C:32]([NH:31][C:14]([C:13]([NH:12][C:4]2[CH:5]=[CH:6][C:7]([C:8]([NH:9][CH3:10])=[O:11])=[C:2]([F:1])[CH:3]=2)([CH3:18])[CH3:17])=[O:16])=[CH:33][C:34]=1[C:40]([F:41])([F:42])[F:43])#[N:37]. (2) Given the reactants [CH3:1][C:2]1[C:6]([NH2:7])=[C:5]([C:8]2[CH:13]=[CH:12][CH:11]=[CH:10][CH:9]=2)[NH:4][N:3]=1.[S:14]1[C:18]([C:19](Cl)=O)=[CH:17][C:16]2[CH:22]=[CH:23][CH:24]=[CH:25][C:15]1=2, predict the reaction product. The product is: [S:14]1[C:18]([C:19]2[C:13]3[CH:12]=[CH:11][CH:10]=[CH:9][C:8]=3[C:5]3[NH:4][N:3]=[C:2]([CH3:1])[C:6]=3[N:7]=2)=[CH:17][C:16]2[CH:22]=[CH:23][CH:24]=[CH:25][C:15]1=2.